Dataset: Reaction yield outcomes from USPTO patents with 853,638 reactions. Task: Predict the reaction yield, written as a fraction of the theoretical maximum amount of product (1.0 means a 100% yield; for example, 0.34 means a 34% yield). (1) The reactants are [Cl:1][C:2]1[C:7](Cl)=[N:6][CH:5]=[CH:4][N:3]=1.[NH2:9][NH2:10]. The catalyst is C(O)C. The product is [Cl:1][C:2]1[C:7]([NH:9][NH2:10])=[N:6][CH:5]=[CH:4][N:3]=1. The yield is 0.590. (2) The reactants are CS[C:3]1[NH:4][CH:5]=[CH:6][C:7](=[O:9])[N:8]=1.[Cl:10][C:11]1[CH:26]=[CH:25][C:14]([O:15][C:16]2[CH:21]=[CH:20][C:19]([CH2:22][CH2:23][NH2:24])=[CH:18][CH:17]=2)=[CH:13][C:12]=1[C:27]([F:30])([F:29])[F:28]. The catalyst is N1C=CC=CC=1. The product is [Cl:10][C:11]1[CH:26]=[CH:25][C:14]([O:15][C:16]2[CH:21]=[CH:20][C:19]([CH2:22][CH2:23][NH:24][C:3]3[NH:4][CH:5]=[CH:6][C:7](=[O:9])[N:8]=3)=[CH:18][CH:17]=2)=[CH:13][C:12]=1[C:27]([F:28])([F:29])[F:30]. The yield is 0.738.